This data is from Reaction yield outcomes from USPTO patents with 853,638 reactions. The task is: Predict the reaction yield, written as a fraction of the theoretical maximum amount of product (1.0 means a 100% yield; for example, 0.34 means a 34% yield). The reactants are [OH:1][C:2]1[C:3](=[O:8])[NH:4][CH:5]=[CH:6][CH:7]=1.N1C=CN=C1.[Si:14](Cl)([C:17]([CH3:20])([CH3:19])[CH3:18])([CH3:16])[CH3:15].O. The catalyst is CN(C)C=O. The product is [Si:14]([O:1][C:2]1[C:3](=[O:8])[NH:4][CH:5]=[CH:6][CH:7]=1)([C:17]([CH3:20])([CH3:19])[CH3:18])([CH3:16])[CH3:15]. The yield is 0.530.